From a dataset of Full USPTO retrosynthesis dataset with 1.9M reactions from patents (1976-2016). Predict the reactants needed to synthesize the given product. (1) Given the product [Cl:9][C:10]1[CH:11]=[N:12][CH:13]=[C:14]([Cl:39])[C:15]=1[NH:16][C:17]1[C:26]2[C:21](=[C:22]([O:29][CH2:30][CH2:31][CH2:32][CH2:33][CH2:34][C:35]([NH:1][C@@H:2]([CH3:3])[C:4]([O:6][CH3:7])=[O:5])=[O:36])[C:23]([O:27][CH3:28])=[CH:24][CH:25]=2)[O:20][C:19](=[O:38])[CH:18]=1, predict the reactants needed to synthesize it. The reactants are: [NH2:1][C@H:2]([C:4]([O:6][CH3:7])=[O:5])[CH3:3].Cl.[Cl:9][C:10]1[CH:11]=[N:12][CH:13]=[C:14]([Cl:39])[C:15]=1[NH:16][C:17]1[C:26]2[C:21](=[C:22]([O:29][CH2:30][CH2:31][CH2:32][CH2:33][CH2:34][C:35](O)=[O:36])[C:23]([O:27][CH3:28])=[CH:24][CH:25]=2)[O:20][C:19](=[O:38])[CH:18]=1. (2) Given the product [ClH:10].[NH2:11][CH2:12][C:13](=[O:19])[CH2:14][CH2:15][C:16]([O:7][CH2:6][C:5]1[CH:8]=[CH:9][C:2]([F:1])=[CH:3][CH:4]=1)=[O:17], predict the reactants needed to synthesize it. The reactants are: [F:1][C:2]1[CH:9]=[CH:8][C:5]([CH2:6][OH:7])=[CH:4][CH:3]=1.[ClH:10].[NH2:11][CH2:12][C:13](=[O:19])[CH2:14][CH2:15][C:16](O)=[O:17]. (3) Given the product [Cl:26][C:25]1[CH:24]=[C:23]([OH:27])[CH:22]=[C:21]([Cl:35])[C:20]=1[CH2:19][C@@H:15]1[CH2:16][CH2:17][N:9]([CH:8]2[CH2:1][CH2:2][O:41][CH2:40][CH2:12]2)[C:14]1=[O:36], predict the reactants needed to synthesize it. The reactants are: [CH2:1]([C@@H:8]1[CH2:12]OC(=O)[N:9]1[C:14](=[O:36])[CH:15]([CH2:19][C:20]1[C:25]([Cl:26])=[CH:24][C:23]([O:27]CC2C=CC=CC=2)=[CH:22][C:21]=1[Cl:35])[CH2:16][CH:17]=O)[C:2]1C=CC=CC=1.NC1CC[O:41][CH2:40]C1.C(O)(=O)C.C(O[BH-](OC(=O)C)OC(=O)C)(=O)C.[Na+]. (4) Given the product [CH3:11][O:12][C:13]1[CH:42]=[CH:41][C:16]([C:17]([NH:19][C:20](=[S:40])[NH:21][C:22]2[S:32][C:25]3[CH2:26][O:27][C:28]([CH3:31])([CH3:30])[CH2:29][C:24]=3[C:23]=2[C:33]([OH:35])=[O:34])=[O:18])=[CH:15][CH:14]=1, predict the reactants needed to synthesize it. The reactants are: C(O)(C(F)(F)F)=O.C(Cl)Cl.[CH3:11][O:12][C:13]1[CH:42]=[CH:41][C:16]([C:17]([NH:19][C:20](=[S:40])[NH:21][C:22]2[S:32][C:25]3[CH2:26][O:27][C:28]([CH3:31])([CH3:30])[CH2:29][C:24]=3[C:23]=2[C:33]([O:35]C(C)(C)C)=[O:34])=[O:18])=[CH:15][CH:14]=1. (5) Given the product [Cl:1][C:2]1[CH:7]=[CH:6][C:5]([CH2:8][C:9]([Cl:14])=[O:11])=[CH:4][CH:3]=1, predict the reactants needed to synthesize it. The reactants are: [Cl:1][C:2]1[CH:7]=[CH:6][C:5]([CH2:8][C:9]([OH:11])=O)=[CH:4][CH:3]=1.S(Cl)([Cl:14])=O. (6) Given the product [C:1]([O:5][C:6]([N:8]1[CH2:13][CH2:12][CH:11]([N:14]2[C:18]3=[N:19][CH:20]=[N:21][C:22]([O:24][C:25]4[CH:30]=[CH:29][C:28]([NH:31][S:32]([CH3:35])(=[O:34])=[O:33])=[C:27]([CH3:36])[CH:26]=4)=[C:17]3[CH:16]=[N:15]2)[CH2:10][CH2:9]1)=[O:7])([CH3:4])([CH3:3])[CH3:2], predict the reactants needed to synthesize it. The reactants are: [C:1]([O:5][C:6]([N:8]1[CH2:13][CH2:12][CH:11]([N:14]2[C:18]3=[N:19][CH:20]=[N:21][C:22](Cl)=[C:17]3[CH:16]=[N:15]2)[CH2:10][CH2:9]1)=[O:7])([CH3:4])([CH3:3])[CH3:2].[OH:24][C:25]1[CH:30]=[CH:29][C:28]([NH:31][S:32]([CH3:35])(=[O:34])=[O:33])=[C:27]([CH3:36])[CH:26]=1.C(=O)([O-])[O-].[K+].[K+].C(=O)([O-])[O-].[Na+].[Na+]. (7) Given the product [C:1]([C:5]1[C:29]([C:30]2[CH:35]=[CH:34][C:33]([CH3:36])=[CH:32][CH:31]=2)=[C:8]2[N:9]=[C:10]([CH3:28])[C:11]([CH:20]([CH2:25][CH2:26][CH3:27])[C:21]([OH:23])=[O:22])=[C:12]([C:13]3[CH:14]=[CH:15][C:16]([CH3:19])=[CH:17][CH:18]=3)[N:7]2[N:6]=1)([CH3:2])([CH3:3])[CH3:4], predict the reactants needed to synthesize it. The reactants are: [C:1]([C:5]1[C:29]([C:30]2[CH:35]=[CH:34][C:33]([CH3:36])=[CH:32][CH:31]=2)=[C:8]2[N:9]=[C:10]([CH3:28])[C:11]([CH:20]([CH2:25][CH2:26][CH3:27])[C:21]([O:23]C)=[O:22])=[C:12]([C:13]3[CH:18]=[CH:17][C:16]([CH3:19])=[CH:15][CH:14]=3)[N:7]2[N:6]=1)([CH3:4])([CH3:3])[CH3:2].[OH-].[Na+]. (8) Given the product [CH3:1][S:2]([C:5]1[CH:6]=[CH:7][C:8]([O:9][CH2:10][C:11]2[CH:16]=[CH:15][C:14]([CH:17]3[CH2:22][CH2:21][NH:20][CH2:19][CH2:18]3)=[CH:13][N:12]=2)=[CH:30][CH:31]=1)(=[O:3])=[O:4], predict the reactants needed to synthesize it. The reactants are: [CH3:1][S:2]([C:5]1[CH:31]=[CH:30][C:8]([O:9][CH2:10][C:11]2[CH:16]=[CH:15][C:14]([CH:17]3[CH2:22][CH2:21][N:20](C(OC(C)(C)C)=O)[CH2:19][CH2:18]3)=[CH:13][N:12]=2)=[CH:7][CH:6]=1)(=[O:4])=[O:3].FC(F)(F)C(O)=O. (9) Given the product [F:31][CH:2]([F:1])[C:3]1[N:7]([C:8]2[N:13]=[C:12]([N:14]3[CH2:15][CH2:16][O:17][CH2:18][CH2:19]3)[N:11]=[C:10]([O:20][C@@H:21]3[CH2:25][CH2:24][C@@H:23]([NH:26][C:33](=[O:34])[CH2:32][OH:35])[CH2:22]3)[CH:9]=2)[C:6]2[CH:27]=[CH:28][CH:29]=[CH:30][C:5]=2[N:4]=1, predict the reactants needed to synthesize it. The reactants are: [F:1][CH:2]([F:31])[C:3]1[N:7]([C:8]2[N:13]=[C:12]([N:14]3[CH2:19][CH2:18][O:17][CH2:16][CH2:15]3)[N:11]=[C:10]([O:20][C@@H:21]3[CH2:25][CH2:24][C@@H:23]([NH2:26])[CH2:22]3)[CH:9]=2)[C:6]2[CH:27]=[CH:28][CH:29]=[CH:30][C:5]=2[N:4]=1.[C:32](O)(=[O:35])[CH2:33][OH:34].ON1C2C=CC=CC=2N=N1.N=C=N.[N-]=C=O.C(=O)([O-])[O-]. (10) The reactants are: [C:1]1([C:7]2[O:11][N:10]=[C:9]([C:12](O)=[O:13])[C:8]=2[C:15]([F:18])([F:17])[F:16])[CH:6]=[CH:5][CH:4]=[CH:3][CH:2]=1.N1C=CC=CC=1.N1C(F)=NC(F)=NC=1[F:27]. Given the product [C:1]1([C:7]2[O:11][N:10]=[C:9]([C:12]([F:27])=[O:13])[C:8]=2[C:15]([F:18])([F:17])[F:16])[CH:6]=[CH:5][CH:4]=[CH:3][CH:2]=1, predict the reactants needed to synthesize it.